From a dataset of Reaction yield outcomes from USPTO patents with 853,638 reactions. Predict the reaction yield, written as a fraction of the theoretical maximum amount of product (1.0 means a 100% yield; for example, 0.34 means a 34% yield). The reactants are Cl[C:2]1[CH:7]=[CH:6][N:5]=[C:4]([S:8][CH3:9])[N:3]=1.CC1(C)C(C)(C)OB([C:18]2[CH:19]=[N:20][NH:21][CH:22]=2)O1.C([O-])([O-])=O.[Na+].[Na+]. The catalyst is C1C=CC([P]([Pd]([P](C2C=CC=CC=2)(C2C=CC=CC=2)C2C=CC=CC=2)([P](C2C=CC=CC=2)(C2C=CC=CC=2)C2C=CC=CC=2)[P](C2C=CC=CC=2)(C2C=CC=CC=2)C2C=CC=CC=2)(C2C=CC=CC=2)C2C=CC=CC=2)=CC=1.C1(C)C=CC=CC=1.CCO.O. The product is [CH3:9][S:8][C:4]1[N:3]=[C:2]([C:18]2[CH:19]=[N:20][NH:21][CH:22]=2)[CH:7]=[CH:6][N:5]=1. The yield is 0.710.